This data is from CYP1A2 inhibition data for predicting drug metabolism from PubChem BioAssay. The task is: Regression/Classification. Given a drug SMILES string, predict its absorption, distribution, metabolism, or excretion properties. Task type varies by dataset: regression for continuous measurements (e.g., permeability, clearance, half-life) or binary classification for categorical outcomes (e.g., BBB penetration, CYP inhibition). Dataset: cyp1a2_veith. The compound is O=C(CP(=O)(c1ccccc1)c1ccccc1)Nn1cnnc1. The result is 0 (non-inhibitor).